Dataset: Forward reaction prediction with 1.9M reactions from USPTO patents (1976-2016). Task: Predict the product of the given reaction. Given the reactants CS(C)=O.[C:5]([Cl:10])(=O)[C:6](Cl)=O.C([N:13]([CH2:16][CH3:17])[CH2:14][CH3:15])C.C([O:21][CH2:22]C)(=O)C.[Cl:24]CCl, predict the reaction product. The product is: [Cl:24][C:16]1[C:17]([CH:22]=[O:21])=[C:5]([Cl:10])[CH:6]=[C:14]([CH3:15])[N:13]=1.